Dataset: Peptide-MHC class I binding affinity with 185,985 pairs from IEDB/IMGT. Task: Regression. Given a peptide amino acid sequence and an MHC pseudo amino acid sequence, predict their binding affinity value. This is MHC class I binding data. The peptide sequence is VHINVELSL. The MHC is HLA-B38:01 with pseudo-sequence HLA-B38:01. The binding affinity (normalized) is 0.408.